Dataset: Forward reaction prediction with 1.9M reactions from USPTO patents (1976-2016). Task: Predict the product of the given reaction. (1) Given the reactants [CH2:1]([NH:4][C:5](=[O:31])[CH2:6][CH2:7][CH2:8][CH2:9][CH2:10][O:11][C:12]1[CH:25]=[CH:24][C:23]2[C:22]3([CH3:26])[CH:17]([C:18]([CH3:28])([CH3:27])[CH2:19][CH2:20][CH2:21]3)[C:16](=O)[C:15](=O)[C:14]=2[CH:13]=1)[C:2]#[CH:3].[C:32]1([NH2:39])[CH:37]=[CH:36][CH:35]=[CH:34][C:33]=1[NH2:38], predict the reaction product. The product is: [CH2:1]([NH:4][C:5](=[O:31])[CH2:6][CH2:7][CH2:8][CH2:9][CH2:10][O:11][C:12]1[CH:25]=[CH:24][C:23]2[C:22]3([CH3:26])[CH2:21][CH2:20][CH2:19][C:18]([CH3:27])([CH3:28])[CH:17]3[C:16]3[C:15](=[N:38][C:33]4[C:32]([N:39]=3)=[CH:37][CH:36]=[CH:35][CH:34]=4)[C:14]=2[CH:13]=1)[C:2]#[CH:3]. (2) Given the reactants Br[C:2]1[C:10]2[C:5](=[N:6][C:7]([CH3:22])=[CH:8][C:9]=2[NH:11][S:12]([C:15]2[CH:20]=[CH:19][CH:18]=[C:17]([Cl:21])[CH:16]=2)(=[O:14])=[O:13])[S:4][C:3]=1[CH3:23].[CH3:24][C:25]([C:28]1[CH:33]=[CH:32][C:31](B(O)O)=[CH:30][CH:29]=1)([CH3:27])[CH3:26].C(Cl)Cl.C([O-])([O-])=O.[Cs+].[Cs+], predict the reaction product. The product is: [Cl:21][C:17]1[CH:16]=[C:15]([S:12]([NH:11][C:9]2[CH:8]=[C:7]([CH3:22])[N:6]=[C:5]3[S:4][C:3]([CH3:23])=[C:2]([C:31]4[CH:32]=[CH:33][C:28]([C:25]([CH3:27])([CH3:26])[CH3:24])=[CH:29][CH:30]=4)[C:10]=23)(=[O:14])=[O:13])[CH:20]=[CH:19][CH:18]=1. (3) The product is: [F:22][C:23]1[CH:28]=[CH:27][N:26]2[C:29]([C:32]([NH:20][C:15]3[CH:16]=[CH:17][CH:18]=[C:19]4[C:14]=3[C:13]([CH3:21])=[N:12][N:11]4[CH2:10][C:8]3[CH:7]=[CH:6][CH:5]=[C:4]([CH:1]([CH3:3])[CH3:2])[N:9]=3)=[O:33])=[CH:30][N:31]=[C:25]2[CH:24]=1. Given the reactants [CH:1]([C:4]1[N:9]=[C:8]([CH2:10][N:11]2[C:19]3[CH:18]=[CH:17][CH:16]=[C:15]([NH2:20])[C:14]=3[C:13]([CH3:21])=[N:12]2)[CH:7]=[CH:6][CH:5]=1)([CH3:3])[CH3:2].[F:22][C:23]1[CH:28]=[CH:27][N:26]2[C:29]([C:32](OCC)=[O:33])=[CH:30][N:31]=[C:25]2[CH:24]=1.[Li+].C[Si]([N-][Si](C)(C)C)(C)C, predict the reaction product.